From a dataset of NCI-60 drug combinations with 297,098 pairs across 59 cell lines. Regression. Given two drug SMILES strings and cell line genomic features, predict the synergy score measuring deviation from expected non-interaction effect. (1) Drug 1: C1=C(C(=O)NC(=O)N1)F. Drug 2: CCCCCOC(=O)NC1=NC(=O)N(C=C1F)C2C(C(C(O2)C)O)O. Cell line: EKVX. Synergy scores: CSS=32.0, Synergy_ZIP=9.14, Synergy_Bliss=4.58, Synergy_Loewe=-4.01, Synergy_HSA=2.06. (2) Drug 1: CC1=C2C(C(=O)C3(C(CC4C(C3C(C(C2(C)C)(CC1OC(=O)C(C(C5=CC=CC=C5)NC(=O)OC(C)(C)C)O)O)OC(=O)C6=CC=CC=C6)(CO4)OC(=O)C)OC)C)OC. Drug 2: C1CCC(C1)C(CC#N)N2C=C(C=N2)C3=C4C=CNC4=NC=N3. Cell line: MALME-3M. Synergy scores: CSS=40.0, Synergy_ZIP=10.2, Synergy_Bliss=12.9, Synergy_Loewe=2.51, Synergy_HSA=12.0. (3) Drug 1: C1=NC2=C(N=C(N=C2N1C3C(C(C(O3)CO)O)O)F)N. Drug 2: C1CC(=O)NC(=O)C1N2C(=O)C3=CC=CC=C3C2=O. Cell line: SW-620. Synergy scores: CSS=0.453, Synergy_ZIP=0.340, Synergy_Bliss=-0.560, Synergy_Loewe=-0.932, Synergy_HSA=-1.58.